Dataset: Forward reaction prediction with 1.9M reactions from USPTO patents (1976-2016). Task: Predict the product of the given reaction. (1) Given the reactants [C:1]12([C:25]3[C:17]([C:18]4[C:23]([CH:24]=3)=[CH:22][CH:21]=[CH:20][CH:19]=4)=[CH:16][CH:15]=[CH:14]1)[C:13]1[C:5]([C:6]3[C:11]([CH:12]=1)=[CH:10][CH:9]=[CH:8][CH:7]=3)=[CH:4][CH:3]=[CH:2]2.[N+:26]([O-])([OH:28])=[O:27], predict the reaction product. The product is: [N+:26]([C:2]1[C:1]2([C:25]3[C:17]([C:18]4[C:23]([CH:24]=3)=[CH:22][CH:21]=[CH:20][CH:19]=4)=[CH:16][CH:15]=[CH:14]2)[C:13]2[C:5](=[CH:4][CH:3]=1)[C:6]1[C:11](=[CH:10][CH:9]=[CH:8][CH:7]=1)[CH:12]=2)([O-:28])=[O:27]. (2) Given the reactants [H-].[Na+].[C:3]([O:11]CC)(=[O:10])[CH2:4][C:5](OCC)=O.[Br:14][C:15]1[CH:22]=[CH:21][C:18](CBr)=[CH:17][CH:16]=1, predict the reaction product. The product is: [Br:14][C:15]1[CH:22]=[CH:21][C:18]([CH2:5][CH2:4][C:3]([OH:11])=[O:10])=[CH:17][CH:16]=1. (3) Given the reactants [Li][CH2:2][CH2:3][CH2:4][CH3:5].C(O[B:10]1[O:14][C:13]([CH3:16])([CH3:15])[C:12]([CH3:18])([CH3:17])[O:11]1)(C)C.[C-:19]#[C-].[Li+].[Li+].Cl, predict the reaction product. The product is: [CH3:16][C:13]1([CH3:15])[C:12]([CH3:17])([CH3:18])[O:11][B:10]([C:5]#[C:4][CH2:3][CH2:2][CH3:19])[O:14]1. (4) Given the reactants [CH2:1]([O:3][C:4]([CH2:6]/[CH:7]=[CH:8]/[CH2:9][CH:10]([CH3:12])[CH3:11])=[O:5])[CH3:2].[N+:13]([CH3:16])([O-:15])=[O:14].[F-].C([N+](CCCC)(CCCC)CCCC)CCC.O, predict the reaction product. The product is: [CH2:1]([O:3][C:4]([CH2:6][CH2:7][CH:8]([CH2:16][N+:13]([O-:15])=[O:14])[CH2:9][CH:10]([CH3:11])[CH3:12])=[O:5])[CH3:2]. (5) Given the reactants [Br:1][C:2]1[CH:3]=[C:4]([C:8]([C:16]2[CH:21]=[CH:20][CH:19]=[C:18]([F:22])[C:17]=2[C:23]#[N:24])=[N:9]S(C(C)(C)C)=O)[CH:5]=[CH:6][CH:7]=1.I[C:26]1[CH:27]=[C:28]([C:34]([F:37])([F:36])[F:35])[C:29]([O:32][CH3:33])=[N:30][CH:31]=1, predict the reaction product. The product is: [Br:1][C:2]1[CH:3]=[C:4]([C:8]2([C:26]3[CH:31]=[N:30][C:29]([O:32][CH3:33])=[C:28]([C:34]([F:37])([F:36])[F:35])[CH:27]=3)[C:16]3[C:17](=[C:18]([F:22])[CH:19]=[CH:20][CH:21]=3)[C:23]([NH2:24])=[N:9]2)[CH:5]=[CH:6][CH:7]=1. (6) Given the reactants Cl[C:2]1[CH:11]=[CH:10][C:9]2[C:8]([C:12]([NH:14][CH2:15][CH:16]3[CH2:21][CH2:20][CH2:19][CH2:18][CH2:17]3)=[O:13])=[C:7]([Cl:22])[CH:6]=[CH:5][C:4]=2[N:3]=1.Cl.[C:24]([CH:26]1[CH2:31][CH2:30][NH:29][CH2:28][CH2:27]1)#[N:25], predict the reaction product. The product is: [Cl:22][C:7]1[CH:6]=[CH:5][C:4]2[N:3]=[C:2]([N:29]3[CH2:30][CH2:31][CH:26]([C:24]#[N:25])[CH2:27][CH2:28]3)[CH:11]=[CH:10][C:9]=2[C:8]=1[C:12]([NH:14][CH2:15][CH:16]1[CH2:21][CH2:20][CH2:19][CH2:18][CH2:17]1)=[O:13]. (7) Given the reactants Cl[C:2]1[N:3]=[N:4][C:5]([CH3:26])=[C:6]([C:16]2[CH:21]=[C:20]([O:22][CH3:23])[CH:19]=[C:18]([O:24][CH3:25])[CH:17]=2)[C:7]=1[C:8]1[C:13]([F:14])=[CH:12][CH:11]=[CH:10][C:9]=1[F:15].C1OCCOCCOCCOCCOCCOC1.[F-:45].[K+], predict the reaction product. The product is: [F:15][C:9]1[CH:10]=[CH:11][CH:12]=[C:13]([F:14])[C:8]=1[C:7]1[C:6]([C:16]2[CH:21]=[C:20]([O:22][CH3:23])[CH:19]=[C:18]([O:24][CH3:25])[CH:17]=2)=[C:5]([CH3:26])[N:4]=[N:3][C:2]=1[F:45]. (8) Given the reactants [CH2:1]([O:3][C:4]([C:6]1[CH:7]=[N:8][CH:9]=[C:10](B2OC(C)(C)C(C)(C)O2)[CH:11]=1)=[O:5])[CH3:2].Cl[C:22]1[N:27]=[N:26][C:25]([N:28]2[CH2:33][CH2:32][CH:31]([OH:34])[CH2:30][CH2:29]2)=[CH:24][CH:23]=1.C1(P(C2CCCCC2)C2CCCCC2)CCCCC1.P([O-])([O-])([O-])=O.[K+].[K+].[K+], predict the reaction product. The product is: [OH:34][CH:31]1[CH2:32][CH2:33][N:28]([C:25]2[N:26]=[N:27][C:22]([C:10]3[CH:9]=[N:8][CH:7]=[C:6]([CH:11]=3)[C:4]([O:3][CH2:1][CH3:2])=[O:5])=[CH:23][CH:24]=2)[CH2:29][CH2:30]1. (9) Given the reactants [Cl:1][C:2]1[CH:41]=[CH:40][C:5]2[NH:6][C:7]([C@@H:9]([NH:14][C:15](=[O:39])[C:16]3[CH:21]=[CH:20][C:19]([C:22]([N:24]4[CH2:28][CH2:27][CH2:26][C@H:25]4[CH2:29][NH:30]C(OC(C)(C)C)=O)=[O:23])=[C:18]([Cl:38])[CH:17]=3)[CH2:10][CH2:11][S:12][CH3:13])=[N:8][C:4]=2[CH:3]=1.FC(F)(F)C(O)=O.ClCCl.CO.N.ClCl, predict the reaction product. The product is: [Cl:1][C:2]1[CH:41]=[CH:40][C:5]2[NH:6][C:7]([C@@H:9]([NH:14][C:15](=[O:39])[C:16]3[CH:21]=[CH:20][C:19]([C:22]([N:24]4[CH2:28][CH2:27][CH2:26][C@H:25]4[CH2:29][NH2:30])=[O:23])=[C:18]([Cl:38])[CH:17]=3)[CH2:10][CH2:11][S:12][CH3:13])=[N:8][C:4]=2[CH:3]=1.